This data is from Full USPTO retrosynthesis dataset with 1.9M reactions from patents (1976-2016). The task is: Predict the reactants needed to synthesize the given product. Given the product [CH3:33][N:34]([CH3:35])[C:24]([C:23]1[C:17]2[O:16][C:15]([NH:14][CH:11]3[CH2:10][CH2:9][N:8]([CH2:7][C:6]4[CH:27]=[CH:28][C:29]([O:30][CH3:31])=[C:4]([O:3][CH2:1][CH3:2])[CH:5]=4)[CH2:13][CH2:12]3)=[N:19][C:18]=2[CH:20]=[CH:21][CH:22]=1)=[O:26], predict the reactants needed to synthesize it. The reactants are: [CH2:1]([O:3][C:4]1[CH:5]=[C:6]([CH:27]=[CH:28][C:29]=1[O:30][CH3:31])[CH2:7][N:8]1[CH2:13][CH2:12][CH:11]([NH:14][C:15]2[O:16][C:17]3[C:23]([C:24]([OH:26])=O)=[CH:22][CH:21]=[CH:20][C:18]=3[N:19]=2)[CH2:10][CH2:9]1)[CH3:2].C1N=[CH:35][N:34](C(N2C=NC=C2)=O)[CH:33]=1.CNC.C(O)C.